The task is: Regression. Given a peptide amino acid sequence and an MHC pseudo amino acid sequence, predict their binding affinity value. This is MHC class II binding data.. This data is from Peptide-MHC class II binding affinity with 134,281 pairs from IEDB. (1) The peptide sequence is KELQIVDKIDAAFKI. The MHC is DRB1_0101 with pseudo-sequence DRB1_0101. The binding affinity (normalized) is 0.543. (2) The peptide sequence is GELNIVDKIDAAFKI. The MHC is DRB1_0401 with pseudo-sequence DRB1_0401. The binding affinity (normalized) is 0.637. (3) The peptide sequence is YDKFLANVSTVLFGK. The MHC is DRB1_0401 with pseudo-sequence DRB1_0401. The binding affinity (normalized) is 0.545.